This data is from Reaction yield outcomes from USPTO patents with 853,638 reactions. The task is: Predict the reaction yield, written as a fraction of the theoretical maximum amount of product (1.0 means a 100% yield; for example, 0.34 means a 34% yield). (1) The reactants are Cl.[S:2]1[CH:6]=[C:5]([C:7]2[C:8](=[O:14])[NH:9][C:10](=[O:13])[NH:11][CH:12]=2)[CH:4]=[N:3]1.C([O-])([O-])=O.[K+].[K+].Br[CH2:22][CH2:23][CH:24]([O:27][CH3:28])[O:25][CH3:26].Cl. The yield is 0.134. The product is [CH3:26][O:25][CH:24]([O:27][CH3:28])[CH2:23][CH2:22][N:11]1[CH:12]=[C:7]([C:5]2[CH:4]=[N:3][S:2][CH:6]=2)[C:8](=[O:14])[NH:9][C:10]1=[O:13]. The catalyst is CN(C)C=O.O. (2) The reactants are [C:1](OC(=O)C)(=[O:3])[CH3:2].[C:8]([C:12]1[CH:38]=[CH:37][C:15]([CH2:16][O:17][C:18]2[CH:19]=[C:20]([CH:34]=[CH:35][CH:36]=2)[C:21]([NH:23][C:24]2[CH:29]=[CH:28][CH:27]=[CH:26][C:25]=2[S:30](=[O:33])(=[O:32])[NH2:31])=[O:22])=[CH:14][CH:13]=1)([CH3:11])([CH3:10])[CH3:9]. The catalyst is CN(C)C1C=CN=CC=1.O1CCCC1. The product is [C:8]([C:12]1[CH:38]=[CH:37][C:15]([CH2:16][O:17][C:18]2[CH:19]=[C:20]([CH:34]=[CH:35][CH:36]=2)[C:21]([NH:23][C:24]2[CH:29]=[CH:28][CH:27]=[CH:26][C:25]=2[S:30]([NH:31][C:1](=[O:3])[CH3:2])(=[O:33])=[O:32])=[O:22])=[CH:14][CH:13]=1)([CH3:11])([CH3:9])[CH3:10]. The yield is 0.960. (3) The reactants are Br[C:2]1[CH:11]=[C:10]2[C:5]([C:6]([C:12]([O:14][CH3:15])=[O:13])=[CH:7][CH:8]=[N:9]2)=[CH:4][CH:3]=1.CC1(C)C(C)(C)OB([C:24]2[CH:29]=[CH:28][C:27]([OH:30])=[CH:26][CH:25]=2)O1.C1(P(C2C=CC=CC=2)C2C=CC=CC=2)C=CC=CC=1.[O-]P([O-])([O-])=O.[K+].[K+].[K+].O. The catalyst is O1CCOCC1.C([O-])(=O)C.[Pd+2].C([O-])(=O)C.CCOC(C)=O. The product is [OH:30][C:27]1[CH:28]=[CH:29][C:24]([C:2]2[CH:11]=[C:10]3[C:5]([C:6]([C:12]([O:14][CH3:15])=[O:13])=[CH:7][CH:8]=[N:9]3)=[CH:4][CH:3]=2)=[CH:25][CH:26]=1. The yield is 0.550.